From a dataset of Forward reaction prediction with 1.9M reactions from USPTO patents (1976-2016). Predict the product of the given reaction. (1) The product is: [C:13]1([N:19]([CH:20]2[CH2:25][CH2:24][N:23]([C:26]([O:28][CH2:29][C@@H:30]([N:32]([CH2:33][C:34]3[CH:35]=[CH:36][CH:37]=[CH:38][CH:39]=3)[CH2:40][C:41]3[CH:42]=[CH:43][CH:44]=[CH:45][CH:46]=3)[CH3:31])=[O:27])[CH2:22][CH2:21]2)[S:9]([C:6]2[CH:7]=[CH:8][C:3]([O:2][CH3:1])=[CH:4][CH:5]=2)(=[O:11])=[O:10])[CH:14]=[CH:15][CH:16]=[CH:17][CH:18]=1. Given the reactants [CH3:1][O:2][C:3]1[CH:8]=[CH:7][C:6]([S:9](Cl)(=[O:11])=[O:10])=[CH:5][CH:4]=1.[C:13]1([NH:19][CH:20]2[CH2:25][CH2:24][N:23]([C:26]([O:28][CH2:29][C@@H:30]([N:32]([CH2:40][C:41]3[CH:46]=[CH:45][CH:44]=[CH:43][CH:42]=3)[CH2:33][C:34]3[CH:39]=[CH:38][CH:37]=[CH:36][CH:35]=3)[CH3:31])=[O:27])[CH2:22][CH2:21]2)[CH:18]=[CH:17][CH:16]=[CH:15][CH:14]=1, predict the reaction product. (2) Given the reactants [CH2:1]([O:19][CH2:20][C:21](=O)[CH2:22][O:23][CH2:24][CH2:25][CH2:26][CH2:27][CH2:28][CH2:29][CH2:30][CH2:31]/[CH:32]=[CH:33]\[CH2:34]/[CH:35]=[CH:36]\[CH2:37][CH2:38][CH2:39][CH2:40][CH3:41])[CH2:2][CH2:3][CH2:4][CH2:5][CH2:6][CH2:7][CH2:8]/[CH:9]=[CH:10]\[CH2:11]/[CH:12]=[CH:13]\[CH2:14][CH2:15][CH2:16][CH2:17][CH3:18].[CH2:43]([N:55]([CH2:63][CH2:64][CH2:65][NH2:66])C(=O)OC(C)(C)C)[CH2:44][CH2:45][CH2:46][N:47]([CH2:51][CH2:52][CH2:53][NH2:54])C(=O)[O-].C(O)(=O)C.C(O[BH-](OC(=O)C)OC(=O)C)(=O)C.[Na+].FC(F)(F)C(O)=O, predict the reaction product. The product is: [NH2:66][CH2:65][CH2:64][CH2:63][NH:55][CH2:43][CH2:44][CH2:45][CH2:46][NH:47][CH2:51][CH2:52][CH2:53][NH:54][CH:21]([CH2:20][O:19][CH2:1][CH2:2][CH2:3][CH2:4][CH2:5][CH2:6][CH2:7][CH2:8]/[CH:9]=[CH:10]\[CH2:11]/[CH:12]=[CH:13]\[CH2:14][CH2:15][CH2:16][CH2:17][CH3:18])[CH2:22][O:23][CH2:24][CH2:25][CH2:26][CH2:27][CH2:28][CH2:29][CH2:30][CH2:31]/[CH:32]=[CH:33]\[CH2:34]/[CH:35]=[CH:36]\[CH2:37][CH2:38][CH2:39][CH2:40][CH3:41]. (3) Given the reactants [CH3:1][C:2]1[N:7]=[C:6]([N:8]2[CH:12]=[C:11]([C:13]([OH:15])=O)[N:10]=[CH:9]2)[CH:5]=[CH:4][CH:3]=1.[NH2:16][C@@H:17]([CH3:34])[CH2:18][N:19]1[CH:23]=[CH:22][C:21]([C:24]2[CH:31]=[C:30]([F:32])[C:27]([C:28]#[N:29])=[C:26]([Cl:33])[CH:25]=2)=[N:20]1, predict the reaction product. The product is: [Cl:33][C:26]1[CH:25]=[C:24]([C:21]2[CH:22]=[CH:23][N:19]([CH2:18][C@@H:17]([NH:16][C:13]([C:11]3[N:10]=[CH:9][N:8]([C:6]4[CH:5]=[CH:4][CH:3]=[C:2]([CH3:1])[N:7]=4)[CH:12]=3)=[O:15])[CH3:34])[N:20]=2)[CH:31]=[C:30]([F:32])[C:27]=1[C:28]#[N:29]. (4) Given the reactants C([Li])CCC.[CH3:6][CH2:7][CH2:8][CH2:9][CH2:10][CH3:11].[O:12]=[C:13]1[O:17][CH2:16][C@:15]2([CH2:21][CH2:20][C@H:19]([C:22]3[CH:23]=[C:24]4[C:29](=[CH:30][CH:31]=3)[CH2:28][C@@H:27]([O:32]CC=O)[CH2:26][CH2:25]4)[CH2:18]2)[NH:14]1, predict the reaction product. The product is: [CH2:6]([O:32][C@H:27]1[CH2:26][CH2:25][C:24]2[CH:23]=[C:22]([C@H:19]3[CH2:20][CH2:21][C@@:15]4([NH:14][C:13](=[O:12])[O:17][CH2:16]4)[CH2:18]3)[CH:31]=[CH:30][C:29]=2[CH2:28]1)/[CH:7]=[CH:8]\[CH2:9][CH2:10][CH3:11]. (5) Given the reactants [CH2:1]([C:3]1[N:13]([CH2:14][C:15]2[CH:20]=[CH:19][C:18]([NH:21][CH:22]3[CH2:27][CH2:26][NH:25][CH2:24][CH2:23]3)=[CH:17][CH:16]=2)[C:6]2=[N:7][C:8]([CH3:12])=[CH:9][C:10]([CH3:11])=[C:5]2[N:4]=1)[CH3:2].C(O)(=O)C.[CH3:32][N:33]1[CH2:38][CH2:37][C:36](=O)[CH2:35][CH2:34]1.C(O[BH-](OC(=O)C)OC(=O)C)(=O)C.[Na+].[OH-].[Na+], predict the reaction product. The product is: [CH2:1]([C:3]1[N:13]([CH2:14][C:15]2[CH:20]=[CH:19][C:18]([NH:21][CH:22]3[CH2:27][CH2:26][N:25]([CH:36]4[CH2:37][CH2:38][N:33]([CH3:32])[CH2:34][CH2:35]4)[CH2:24][CH2:23]3)=[CH:17][CH:16]=2)[C:6]2=[N:7][C:8]([CH3:12])=[CH:9][C:10]([CH3:11])=[C:5]2[N:4]=1)[CH3:2]. (6) The product is: [CH2:20]([O:28][C:29]1[CH:37]=[C:36]2[C:32](=[CH:31][CH:30]=1)[NH:33][CH:34]=[CH:35]2)[CH2:21][C:22]1[CH:23]=[CH:24][CH:25]=[CH:26][CH:27]=1. Given the reactants BrCCC1C=CC=CC=1.OC1C=C2C(=CC=1)NC=C2.[CH2:20]([O:28][C:29]1[CH:37]=[CH:36][CH:35]=[C:34]2[C:30]=1[CH:31]=[CH:32][NH:33]2)[CH2:21][C:22]1[CH:27]=[CH:26][CH:25]=[CH:24][CH:23]=1, predict the reaction product.